Predict the product of the given reaction. From a dataset of Forward reaction prediction with 1.9M reactions from USPTO patents (1976-2016). (1) Given the reactants C([Si](C)(C)[O:6][C@@H:7]1[CH2:32][CH2:31][CH:30]=[CH:29][C:28]2=[CH:33][C:24](=[CH:25][CH:26]=[CH:27]2)[C@@H:23]([CH3:34])[NH:22][C:21](=[O:35])[C@H:20]2[NH:36][N:16]([CH2:17][CH2:18][CH2:19]2)[C:15](=[O:37])[C@H:14]([CH3:38])[NH:13][C:12](=[O:39])[C@H:11]([CH:40]([CH3:42])[CH3:41])[O:10][C:9](=[O:43])[C@@H:8]1[CH3:44])(C)(C)C.N1C=CC=CC=1, predict the reaction product. The product is: [OH:6][C@@H:7]1[CH2:32][CH2:31][CH2:30][CH2:29][C:28]2=[CH:33][C:24](=[CH:25][CH:26]=[CH:27]2)[C@@H:23]([CH3:34])[NH:22][C:21](=[O:35])[C@H:20]2[NH:36][N:16]([CH2:17][CH2:18][CH2:19]2)[C:15](=[O:37])[C@H:14]([CH3:38])[NH:13][C:12](=[O:39])[C@H:11]([CH:40]([CH3:42])[CH3:41])[O:10][C:9](=[O:43])[C@@H:8]1[CH3:44]. (2) The product is: [NH:4]1[CH2:5][CH2:6][CH2:7][CH:2]([NH:25][C:20]2[C:19]3[CH:18]=[CH:17][N:16]=[CH:15][C:24]=3[CH:23]=[CH:22][CH:21]=2)[CH2:3]1. Given the reactants O=[C:2]1[CH2:7][CH2:6][CH2:5][N:4](C(OC(C)(C)C)=O)[CH2:3]1.[CH:15]1[C:24]2[CH:23]=[CH:22][CH:21]=[C:20]([NH2:25])[C:19]=2[CH:18]=[CH:17][N:16]=1, predict the reaction product.